From a dataset of Full USPTO retrosynthesis dataset with 1.9M reactions from patents (1976-2016). Predict the reactants needed to synthesize the given product. (1) Given the product [CH3:9][NH:10][C:3]([CH3:5])=[CH:2][C:1]([O:7][CH3:8])=[O:6], predict the reactants needed to synthesize it. The reactants are: [C:1]([O:7][CH3:8])(=[O:6])[CH2:2][C:3]([CH3:5])=O.[CH3:9][NH2:10]. (2) Given the product [Cl:37][C:38]1[CH:43]=[CH:42][C:41]([C:44]2[C:48]([C:49]3[CH:50]=[CH:16][C:15]4[C:10](=[CH:11][CH:12]=[C:13]([C:18]5[N:22]([CH:23]6[CH2:24][CH2:25][CH2:26][CH2:27][CH2:28]6)[C:21]6[CH:29]=[CH:30][C:31]([C:33]([OH:35])=[O:34])=[CH:32][C:20]=6[N:19]=5)[CH:14]=4)[N:9]=3)=[C:47]([CH3:52])[O:46][N:45]=2)=[CH:40][CH:39]=1, predict the reactants needed to synthesize it. The reactants are: BrC1C=CC(O)=C(C2C=[CH:16][C:15]3[C:10](=[CH:11][CH:12]=[C:13]([C:18]4[N:22]([CH:23]5[CH2:28][CH2:27][CH2:26][CH2:25][CH2:24]5)[C:21]5[CH:29]=[CH:30][C:31]([C:33]([OH:35])=[O:34])=[CH:32][C:20]=5[N:19]=4)[CH:14]=3)[N:9]=2)C=1.[Cl:37][C:38]1[CH:43]=[CH:42][C:41]([C:44]2[C:48]([C:49](=O)[CH3:50])=[C:47]([CH3:52])[O:46][N:45]=2)=[CH:40][CH:39]=1.[OH-].[K+]. (3) Given the product [Si:26]([O:33][CH:34]1[CH2:45][C:44](=[O:46])[O:43][C@H:42](/[C:47](/[CH3:51])=[CH:48]/[CH:49]=[O:50])[C@@H:41]([CH3:52])[CH:40]=[CH:39][C@@H:38]2[O:53][C@H:54]([C:56]3[CH:57]=[CH:58][CH:59]=[CH:60][CH:61]=3)[O:55][C@:37]2([CH3:62])[CH2:36][CH2:35]1)([C:29]([CH3:30])([CH3:31])[CH3:32])([CH3:28])[CH3:27], predict the reactants needed to synthesize it. The reactants are: CC(OI1(OC(C)=O)(OC(C)=O)OC(=O)C2C=CC=CC1=2)=O.ClCCl.[Si:26]([O:33][CH:34]1[CH2:45][C:44](=[O:46])[O:43][C@H:42](/[C:47](/[CH3:51])=[CH:48]/[CH2:49][OH:50])[C@@H:41]([CH3:52])[CH:40]=[CH:39][C@@H:38]2[O:53][C@H:54]([C:56]3[CH:61]=[CH:60][CH:59]=[CH:58][CH:57]=3)[O:55][C@:37]2([CH3:62])[CH2:36][CH2:35]1)([C:29]([CH3:32])([CH3:31])[CH3:30])([CH3:28])[CH3:27]. (4) Given the product [CH2:25]([N:4]([CH2:1][CH2:2][CH3:3])[C:5]([C:7]1[CH:8]=[C:9]([CH:22]=[CH:23][CH:24]=1)[C:10]([NH:12][C@@H:13]([CH2:18][CH:19]([CH3:21])[CH3:20])[CH:14]=[O:15])=[O:11])=[O:6])[CH2:26][CH3:27], predict the reactants needed to synthesize it. The reactants are: [CH2:1]([N:4]([CH2:25][CH2:26][CH3:27])[C:5]([C:7]1[CH:8]=[C:9]([CH:22]=[CH:23][CH:24]=1)[C:10]([NH:12][C@@H:13]([CH2:18][CH:19]([CH3:21])[CH3:20])[C:14](OC)=[O:15])=[O:11])=[O:6])[CH2:2][CH3:3]. (5) Given the product [Br:1][C:2]1[CH:3]=[CH:4][C:5]([CH:8]([CH2:20][CH:21]([CH3:23])[CH3:22])[CH2:9][C:10]([C:12]2[CH:17]=[CH:16][C:15](=[O:18])[NH:14][CH:13]=2)=[O:11])=[CH:6][CH:7]=1, predict the reactants needed to synthesize it. The reactants are: [Br:1][C:2]1[CH:7]=[CH:6][C:5]([CH:8]([CH2:20][CH:21]([CH3:23])[CH3:22])[CH2:9][C:10]([C:12]2[CH:13]=[N:14][C:15]([O:18]C)=[CH:16][CH:17]=2)=[O:11])=[CH:4][CH:3]=1.Cl. (6) The reactants are: [Cl:1][C:2]1[CH:3]=[C:4]2[C:8](=[CH:9][CH:10]=1)[CH2:7][CH:6]([CH2:11][NH:12][C@@H:13]1[CH2:18][CH2:17][C@H:16]([N:19]3[C:23]4[CH:24]=[CH:25][C:26]([CH3:28])=[CH:27][C:22]=4[N:21]=[C:20]3[C:29]([OH:32])([CH3:31])[CH3:30])[CH2:15][CH2:14]1)[CH2:5]2. Given the product [Cl:1][C:2]1[CH:3]=[C:4]2[C:8](=[CH:9][CH:10]=1)[CH2:7][CH:6]([CH2:11][NH:12][C@H:13]1[CH2:18][CH2:17][C@H:16]([N:19]3[C:23]4[CH:24]=[CH:25][C:26]([CH3:28])=[CH:27][C:22]=4[N:21]=[C:20]3[C:29]([OH:32])([CH3:30])[CH3:31])[CH2:15][CH2:14]1)[CH2:5]2, predict the reactants needed to synthesize it. (7) Given the product [C:1]1([C:13]23[CH2:20][CH2:19][C:16]([NH:21][S:25]([CH:22]4[CH2:24][CH2:23]4)(=[O:27])=[O:26])([CH2:17][CH2:18]2)[CH2:15][CH2:14]3)[C:5]2=[C:6]3[CH:12]=[CH:11][NH:10][C:7]3=[N:8][CH:9]=[C:4]2[NH:3][N:2]=1, predict the reactants needed to synthesize it. The reactants are: [C:1]1([C:13]23[CH2:20][CH2:19][C:16]([NH2:21])([CH2:17][CH2:18]2)[CH2:15][CH2:14]3)[C:5]2=[C:6]3[CH:12]=[CH:11][NH:10][C:7]3=[N:8][CH:9]=[C:4]2[NH:3][N:2]=1.[CH:22]1([S:25](Cl)(=[O:27])=[O:26])[CH2:24][CH2:23]1. (8) Given the product [Br:34][CH2:11][C:8]1[C:7]2[C:2]([CH3:1])=[CH:3][C:4]([CH3:13])=[CH:5][C:6]=2[S:10][N:9]=1, predict the reactants needed to synthesize it. The reactants are: [CH3:1][C:2]1[C:7]2[C:8]([CH2:11]O)=[N:9][S:10][C:6]=2[CH:5]=[C:4]([CH3:13])[CH:3]=1.C1(P(C2C=CC=CC=2)C2C=CC=CC=2)C=CC=CC=1.C(Br)(Br)(Br)[Br:34]. (9) Given the product [CH2:35]([O:34][C:32]([C:31]1[CH:30]=[CH:29][C:39]([O:40][CH2:41][O:42][CH3:43])=[C:38]([C:9]2[N:8]([C:6]([O:5][C:1]([CH3:4])([CH3:3])[CH3:2])=[O:7])[CH:12]=[CH:11][CH:10]=2)[CH:37]=1)=[O:33])[CH3:36], predict the reactants needed to synthesize it. The reactants are: [C:1]([O:5][C:6]([N:8]1[CH:12]=[CH:11][CH:10]=[C:9]1B(O)O)=[O:7])([CH3:4])([CH3:3])[CH3:2].C(=O)([O-])[O-].[Na+].[Na+].C(COC)OC.Br[C:29]1[CH:30]=[C:31]([CH:37]=[CH:38][C:39]=1[O:40][CH2:41][O:42][CH3:43])[C:32]([O:34][CH2:35][CH3:36])=[O:33]. (10) The reactants are: Br[C:2]1[CH:3]=[C:4]([N+:16]([O-:18])=[O:17])[C:5]([NH:8][C:9]2[CH:14]=[CH:13][CH:12]=[C:11]([NH2:15])[CH:10]=2)=[N:6][CH:7]=1.[F:19][C:20]1[CH:25]=[CH:24][C:23](B(O)O)=[CH:22][CH:21]=1. Given the product [F:19][C:20]1[CH:25]=[CH:24][C:23]([C:2]2[CH:3]=[C:4]([N+:16]([O-:18])=[O:17])[C:5]([NH:8][C:9]3[CH:14]=[CH:13][CH:12]=[C:11]([NH2:15])[CH:10]=3)=[N:6][CH:7]=2)=[CH:22][CH:21]=1, predict the reactants needed to synthesize it.